Dataset: Full USPTO retrosynthesis dataset with 1.9M reactions from patents (1976-2016). Task: Predict the reactants needed to synthesize the given product. The reactants are: [CH3:1][N:2]([C:19]1[CH:24]=[CH:23][CH:22]=[CH:21][C:20]=1[N+:25]([O-])=O)[C:3](=[O:18])[CH2:4][CH2:5][CH2:6][CH2:7][CH2:8][CH2:9][C:10](=[O:17])[C:11]1[CH:16]=[CH:15][CH:14]=[CH:13][CH:12]=1. Given the product [CH3:1][N:2]([C:19]1[CH:24]=[CH:23][CH:22]=[CH:21][C:20]=1[NH2:25])[C:3](=[O:18])[CH2:4][CH2:5][CH2:6][CH2:7][CH2:8][CH2:9][C:10](=[O:17])[C:11]1[CH:12]=[CH:13][CH:14]=[CH:15][CH:16]=1, predict the reactants needed to synthesize it.